From a dataset of Peptide-MHC class I binding affinity with 185,985 pairs from IEDB/IMGT. Regression. Given a peptide amino acid sequence and an MHC pseudo amino acid sequence, predict their binding affinity value. This is MHC class I binding data. (1) The peptide sequence is KILSDENYL. The MHC is HLA-A68:02 with pseudo-sequence HLA-A68:02. The binding affinity (normalized) is 0.00125. (2) The peptide sequence is GWNDWTQVPF. The MHC is HLA-A24:02 with pseudo-sequence HLA-A24:02. The binding affinity (normalized) is 0.445.